This data is from Reaction yield outcomes from USPTO patents with 853,638 reactions. The task is: Predict the reaction yield, written as a fraction of the theoretical maximum amount of product (1.0 means a 100% yield; for example, 0.34 means a 34% yield). The reactants are C(=O)([O-])[O-].[Na+].[Na+].Br[C:8]1[CH:9]=[C:10]([C:14]2[C:23]3[C:18](=[CH:19][C:20]([OH:29])=[C:21]4[O:26][C:25]([CH3:28])([CH3:27])[CH2:24][C:22]4=3)[CH2:17][C:16]([CH3:31])([CH3:30])[N:15]=2)[CH:11]=[CH:12][CH:13]=1.[N:32]1[CH:37]=[CH:36][C:35](B(O)O)=[CH:34][CH:33]=1.Cl. The catalyst is O.C1(C)C=CC=CC=1.C(O)C.C1C=CC([P]([Pd]([P](C2C=CC=CC=2)(C2C=CC=CC=2)C2C=CC=CC=2)([P](C2C=CC=CC=2)(C2C=CC=CC=2)C2C=CC=CC=2)[P](C2C=CC=CC=2)(C2C=CC=CC=2)C2C=CC=CC=2)(C2C=CC=CC=2)C2C=CC=CC=2)=CC=1. The product is [CH3:31][C:16]1([CH3:30])[CH2:17][C:18]2[C:23](=[C:22]3[CH2:24][C:25]([CH3:27])([CH3:28])[O:26][C:21]3=[C:20]([OH:29])[CH:19]=2)[C:14]([C:10]2[CH:11]=[CH:12][CH:13]=[C:8]([C:35]3[CH:36]=[CH:37][N:32]=[CH:33][CH:34]=3)[CH:9]=2)=[N:15]1. The yield is 0.410.